Dataset: Reaction yield outcomes from USPTO patents with 853,638 reactions. Task: Predict the reaction yield, written as a fraction of the theoretical maximum amount of product (1.0 means a 100% yield; for example, 0.34 means a 34% yield). (1) The reactants are C([O:4][CH:5]([C:10]1[CH:15]=[CH:14][N:13]=[C:12]([NH2:16])[CH:11]=1)[C:6]([F:9])([F:8])[F:7])(=O)C.Br[CH2:18][C:19](=O)[CH3:20].C(=O)(O)[O-].[Na+].C(=O)([O-])[O-].[K+].[K+].[Cl-].[NH4+]. The catalyst is C(O)CCC.O. The product is [F:9][C:6]([F:7])([F:8])[CH:5]([C:10]1[CH:15]=[CH:14][N:13]2[CH:18]=[C:19]([CH3:20])[N:16]=[C:12]2[CH:11]=1)[OH:4]. The yield is 0.400. (2) The reactants are [NH2:1][C:2]1[N:7]=[C:6]([NH:8][C:9]2[CH:10]=[CH:11][C:12]([CH3:16])=[C:13]([OH:15])[CH:14]=2)[CH:5]=[CH:4][N:3]=1.C([O-])([O-])=O.[Cs+].[Cs+].Br[CH2:24][CH:25]=[C:26]([CH3:28])[CH3:27]. The catalyst is CC(C)=O. The product is [CH3:16][C:12]1[CH:11]=[CH:10][C:9]([NH:8][C:6]2[CH:5]=[CH:4][N:3]=[C:2]([NH2:1])[N:7]=2)=[CH:14][C:13]=1[O:15][CH2:24][CH:25]=[C:26]([CH3:28])[CH3:27]. The yield is 0.220. (3) The reactants are [Cl:1][C:2]1[S:6][C:5]([S:7](=[O:10])(=[O:9])[NH2:8])=[C:4]([NH:11][C:12]([C:14]2[C:15](=[O:31])[N:16]([CH2:26][CH2:27][CH:28]([CH3:30])[CH3:29])[N:17]=[C:18]([C:21]3[S:22][CH:23]=[CH:24][CH:25]=3)[C:19]=2[OH:20])=O)[CH:3]=1.N12CCCN=C1CCCCC2. The catalyst is N1C=CC=CC=1. The product is [Cl:1][C:2]1[S:6][C:5]2[S:7](=[O:10])(=[O:9])[N:8]=[C:12]([C:14]3[C:15](=[O:31])[N:16]([CH2:26][CH2:27][CH:28]([CH3:30])[CH3:29])[N:17]=[C:18]([C:21]4[S:22][CH:23]=[CH:24][CH:25]=4)[C:19]=3[OH:20])[NH:11][C:4]=2[CH:3]=1. The yield is 0.150. (4) The reactants are [F:1][C:2]1[CH:10]=[CH:9][CH:8]=[C:7]2[C:3]=1[C:4]([CH3:13])([CH3:12])[C:5](=[O:11])[NH:6]2.C(O)(=O)C.[Br:18]Br.S([O-])([O-])(=O)=S.[Na+].[Na+]. The yield is 0.870. The catalyst is ClCCl. The product is [Br:18][C:10]1[C:2]([F:1])=[C:3]2[C:7](=[CH:8][CH:9]=1)[NH:6][C:5](=[O:11])[C:4]2([CH3:13])[CH3:12].